This data is from Full USPTO retrosynthesis dataset with 1.9M reactions from patents (1976-2016). The task is: Predict the reactants needed to synthesize the given product. (1) The reactants are: [NH2:1][CH2:2][CH:3]1[CH2:12][CH2:11][CH2:10][C:9]2[CH:8]=[C:7]([NH:13][S:14]([C:17]3[CH:22]=[CH:21][CH:20]=[CH:19][CH:18]=3)(=[O:16])=[O:15])[CH:6]=[CH:5][C:4]1=2.[CH2:23]([O:30][C:31]([N:33]([CH2:35][C:36](O)=[O:37])[CH3:34])=[O:32])[C:24]1[CH:29]=[CH:28][CH:27]=[CH:26][CH:25]=1.ON1C2C=CC=CC=2N=N1.CC[N+](CCCN(C)C)=C=N. Given the product [CH2:23]([O:30][C:31](=[O:32])[N:33]([CH2:35][C:36](=[O:37])[NH:1][CH2:2][C:3]1[C:4]2[C:9](=[CH:8][C:7]([NH:13][S:14]([C:17]3[CH:18]=[CH:19][CH:20]=[CH:21][CH:22]=3)(=[O:16])=[O:15])=[CH:6][CH:5]=2)[CH:10]=[CH:11][CH:12]=1)[CH3:34])[C:24]1[CH:29]=[CH:28][CH:27]=[CH:26][CH:25]=1, predict the reactants needed to synthesize it. (2) The reactants are: [CH2:1]([O:3][CH:4]1[NH:9][CH2:8][CH2:7][NH:6][CH:5]1[CH3:10])[CH3:2].[Se](=O)=[O:12]. Given the product [CH2:1]([O:3][C:4]1[C:5]([CH:10]=[O:12])=[N:6][CH:7]=[CH:8][N:9]=1)[CH3:2], predict the reactants needed to synthesize it. (3) Given the product [CH:33]1([CH2:36][O:37][C:38]2[CH:45]=[CH:44][C:43]([C:2]3[C:3]4[CH:10]=[C:9]([C:11]5[CH:16]=[CH:15][C:14]([O:17][CH2:18][CH2:19][N:20]6[CH2:21][CH2:22][CH2:23][CH2:24]6)=[CH:13][CH:12]=5)[N:8]([CH2:25][O:26][CH2:27][CH2:28][Si:29]([CH3:32])([CH3:30])[CH3:31])[C:4]=4[N:5]=[CH:6][N:7]=3)=[CH:42][C:39]=2[C:40]#[N:41])[CH2:35][CH2:34]1, predict the reactants needed to synthesize it. The reactants are: Cl[C:2]1[C:3]2[CH:10]=[C:9]([C:11]3[CH:16]=[CH:15][C:14]([O:17][CH2:18][CH2:19][N:20]4[CH2:24][CH2:23][CH2:22][CH2:21]4)=[CH:13][CH:12]=3)[N:8]([CH2:25][O:26][CH2:27][CH2:28][Si:29]([CH3:32])([CH3:31])[CH3:30])[C:4]=2[N:5]=[CH:6][N:7]=1.[CH:33]1([CH2:36][O:37][C:38]2[CH:45]=[CH:44][C:43](B3OC(C)(C)C(C)(C)O3)=[CH:42][C:39]=2[C:40]#[N:41])[CH2:35][CH2:34]1.C([O-])([O-])=O.[Na+].[Na+].C([O-])(=O)C.[K+].